From a dataset of Forward reaction prediction with 1.9M reactions from USPTO patents (1976-2016). Predict the product of the given reaction. (1) Given the reactants Cl[C:2]1[C:11]2[C:6](=[CH:7][C:8]([O:22][CH3:23])=[C:9]([O:12][CH2:13][CH2:14][CH2:15][N:16]3[CH2:21][CH2:20][O:19][CH2:18][CH2:17]3)[CH:10]=2)[N:5]=[CH:4][N:3]=1.[NH2:24][C:25]1[CH:29]=[C:28]([C:30]([CH3:33])([CH3:32])[CH3:31])[Se:27][C:26]=1[C:34]([NH2:36])=[O:35].CN(C=O)C.[OH-].[Na+], predict the reaction product. The product is: [O:19]1[CH2:20][CH2:21][N:16]([CH2:15][CH2:14][CH2:13][O:12][C:9]2[CH:10]=[C:11]3[C:6](=[CH:7][C:8]=2[O:22][CH3:23])[N:5]=[CH:4][N:3]=[C:2]3[NH:24][C:25]2[CH:29]=[C:28]([C:30]([CH3:33])([CH3:31])[CH3:32])[Se:27][C:26]=2[C:34]([NH2:36])=[O:35])[CH2:17][CH2:18]1. (2) Given the reactants [C:1](OC(=O)C)(=[O:3])[CH3:2].[F:8][C:9]1[C:14]([C:15]([C:17]2[C:25]3[C:20](=[N:21][CH:22]=[C:23]([C:26]4[CH:27]=[C:28]5[C:32](=[CH:33][CH:34]=4)[NH:31][N:30]=[CH:29]5)[CH:24]=3)[NH:19][CH:18]=2)=[O:16])=[C:13]([F:35])[CH:12]=[CH:11][C:10]=1[NH:36][S:37]([C:40]1[CH:45]=[C:44]([F:46])[CH:43]=[CH:42][C:41]=1[F:47])(=[O:39])=[O:38], predict the reaction product. The product is: [C:1]([N:31]1[C:32]2[C:28](=[CH:27][C:26]([C:23]3[CH:24]=[C:25]4[C:17]([C:15]([C:14]5[C:9]([F:8])=[C:10]([NH:36][S:37]([C:40]6[CH:45]=[C:44]([F:46])[CH:43]=[CH:42][C:41]=6[F:47])(=[O:39])=[O:38])[CH:11]=[CH:12][C:13]=5[F:35])=[O:16])=[CH:18][NH:19][C:20]4=[N:21][CH:22]=3)=[CH:34][CH:33]=2)[CH:29]=[N:30]1)(=[O:3])[CH3:2]. (3) Given the reactants II.I[CH2:4]I.[CH3:6][O:7][C:8](=[O:37])[CH2:9][O:10][C:11]1[CH:16]=[C:15]([CH:17]=[CH2:18])[C:14]([O:19][CH2:20][C:21]2[S:22][CH:23]=[C:24]([C:26]3[CH:31]=[CH:30][C:29]([C:32]([F:35])([F:34])[F:33])=[CH:28][CH:27]=3)[N:25]=2)=[CH:13][C:12]=1[CH3:36], predict the reaction product. The product is: [CH3:6][O:7][C:8](=[O:37])[CH2:9][O:10][C:11]1[CH:16]=[C:15]([CH:17]2[CH2:4][CH2:18]2)[C:14]([O:19][CH2:20][C:21]2[S:22][CH:23]=[C:24]([C:26]3[CH:31]=[CH:30][C:29]([C:32]([F:34])([F:33])[F:35])=[CH:28][CH:27]=3)[N:25]=2)=[CH:13][C:12]=1[CH3:36]. (4) Given the reactants C(OC(=O)[NH:7][CH2:8][CH2:9][C:10]1[CH:15]=[CH:14][CH:13]=[C:12]([NH:16][C:17]([NH:19][C:20]23[CH2:29][CH:24]4[CH2:25][CH:26]([CH2:28][CH:22]([CH2:23]4)[CH2:21]2)[CH2:27]3)=[O:18])[CH:11]=1)(C)(C)C.Cl.NCCC1C=C(NC(NCC2C=CC(F)=CC=2)=O)C=CC=1, predict the reaction product. The product is: [C:20]12([NH:19][C:17]([NH:16][C:12]3[CH:13]=[CH:14][CH:15]=[C:10]([CH2:9][CH2:8][NH2:7])[CH:11]=3)=[O:18])[CH2:27][CH:26]3[CH2:25][CH:24]([CH2:23][CH:22]([CH2:28]3)[CH2:21]1)[CH2:29]2. (5) Given the reactants [CH2:1]([O:3][C:4]1[C:13]([CH:14]=[CH2:15])=[CH:12][CH:11]=[C:10]([NH:16][S:17]([C:20]2[CH:25]=[CH:24][C:23]([F:26])=[CH:22][CH:21]=2)(=[O:19])=[O:18])[C:5]=1[C:6]([O:8][CH3:9])=[O:7])[CH3:2], predict the reaction product. The product is: [CH2:1]([O:3][C:4]1[C:13]([CH2:14][CH3:15])=[CH:12][CH:11]=[C:10]([NH:16][S:17]([C:20]2[CH:25]=[CH:24][C:23]([F:26])=[CH:22][CH:21]=2)(=[O:18])=[O:19])[C:5]=1[C:6]([O:8][CH3:9])=[O:7])[CH3:2].